Dataset: Forward reaction prediction with 1.9M reactions from USPTO patents (1976-2016). Task: Predict the product of the given reaction. (1) Given the reactants CO[C:3]1[C:13]2[CH:12]=[C:11]([C:14]([O:16][CH3:17])=[O:15])[CH2:10][CH2:9][NH:8][C:7]=2[N:6]=[CH:5][N:4]=1.P(Cl)(Cl)([Cl:20])=O, predict the reaction product. The product is: [Cl:20][C:3]1[C:13]2[CH:12]=[C:11]([C:14]([O:16][CH3:17])=[O:15])[CH2:10][CH2:9][NH:8][C:7]=2[N:6]=[CH:5][N:4]=1. (2) Given the reactants [F:1][C:2]([C:7]1[CH:12]=[CH:11][C:10]([O:13][S:14]([C:17]([F:20])([F:19])[F:18])(=[O:16])=[O:15])=[CH:9][CH:8]=1)([CH3:6])[C:3]([OH:5])=[O:4].C=C[C@@H]1[C@@H]2C[C@@H]([C@H](O)C3C=CN=C4C=CC=CC=34)N(CC2)C1, predict the reaction product. The product is: [F:1][C@:2]([C:7]1[CH:8]=[CH:9][C:10]([O:13][S:14]([C:17]([F:18])([F:20])[F:19])(=[O:16])=[O:15])=[CH:11][CH:12]=1)([CH3:6])[C:3]([OH:5])=[O:4]. (3) Given the reactants [NH2:1][C:2]([NH2:4])=[O:3].[NH2:5][C@H:6]([C:13]([OH:15])=[O:14])[CH2:7][C:8]1[N:12]=[CH:11][NH:10][CH:9]=1.C(O)C(N)(CO)CO.Cl, predict the reaction product. The product is: [NH2:1][C:2]([NH2:4])=[O:3].[NH2:5][C@H:6]([C:13]([OH:15])=[O:14])[CH2:7][C:8]1[N:12]=[CH:11][NH:10][CH:9]=1.[C:13]([O-:15])(=[O:14])[CH2:6][CH3:7]. (4) Given the reactants C([O:3][C:4]([C:6]1([CH2:10][CH2:11][CH2:12][CH2:13][C:14](=[O:27])[CH2:15][CH2:16][CH2:17][CH2:18][C:19]([CH3:26])([CH3:25])[C:20]([O:22]CC)=[O:21])[CH2:9][CH2:8][CH2:7]1)=[O:5])C.O, predict the reaction product. The product is: [C:4]([C:6]1([CH2:10][CH2:11][CH2:12][CH2:13][C:14](=[O:27])[CH2:15][CH2:16][CH2:17][CH2:18][C:19]([CH3:25])([CH3:26])[C:20]([OH:22])=[O:21])[CH2:7][CH2:8][CH2:9]1)([OH:5])=[O:3]. (5) Given the reactants [C:9](O[C:9]([O:11][C:12]([CH3:15])([CH3:14])[CH3:13])=[O:10])([O:11][C:12]([CH3:15])([CH3:14])[CH3:13])=[O:10].[S:16]1[CH2:20][CH2:19][S:18][CH:17]1[CH2:21][NH2:22], predict the reaction product. The product is: [C:12]([O:11][C:9]([NH:22][CH2:21][CH:17]1[S:18][CH2:19][CH2:20][S:16]1)=[O:10])([CH3:13])([CH3:14])[CH3:15]. (6) Given the reactants Cl.Cl.[C:3]1([C:9]2[C:10]([N:18]3[CH2:23][CH2:22][NH:21][CH2:20][CH2:19]3)=[C:11]3[CH:17]=[CH:16][NH:15][C:12]3=[N:13][CH:14]=2)[CH:8]=[CH:7][CH:6]=[CH:5][CH:4]=1.[Na+].[C:25]([O:29][C:30]([N:32]1[C:36]([CH3:38])([CH3:37])[CH2:35][CH2:34][C@H:33]1[C@H:39]([C:43]1[CH:48]=[CH:47][C:46]([Cl:49])=[C:45]([F:50])[CH:44]=1)[C:40]([O-])=[O:41])=[O:31])([CH3:28])([CH3:27])[CH3:26].CN(C(ON1N=NC2C=CC=CC1=2)=[N+](C)C)C.[B-](F)(F)(F)F.CCN(C(C)C)C(C)C, predict the reaction product. The product is: [Cl:49][C:46]1[CH:47]=[CH:48][C:43]([C@@H:39]([C@H:33]2[N:32]([C:30]([O:29][C:25]([CH3:27])([CH3:26])[CH3:28])=[O:31])[C:36]([CH3:38])([CH3:37])[CH2:35][CH2:34]2)[C:40](=[O:41])[N:21]2[CH2:20][CH2:19][N:18]([C:10]3[C:9]([C:3]4[CH:4]=[CH:5][CH:6]=[CH:7][CH:8]=4)=[CH:14][N:13]=[C:12]4[NH:15][CH:16]=[CH:17][C:11]=34)[CH2:23][CH2:22]2)=[CH:44][C:45]=1[F:50]. (7) Given the reactants Cl.Cl[CH2:3][C:4]1[CH:9]=[CH:8][C:7]([C:10]2[O:14][N:13]=[C:12]([C:15]3[CH:16]=[CH:17][C:18]([N:21]4[CH2:26][CH2:25][N:24]([CH:27]([CH3:29])[CH3:28])[CH2:23][CH2:22]4)=[N:19][CH:20]=3)[N:11]=2)=[CH:6][CH:5]=1.[NH:30]1[CH2:35][CH2:34][CH2:33][CH2:32][CH2:31]1, predict the reaction product. The product is: [CH:27]([N:24]1[CH2:23][CH2:22][N:21]([C:18]2[CH:17]=[CH:16][C:15]([C:12]3[N:11]=[C:10]([C:7]4[CH:6]=[CH:5][C:4]([CH2:3][N:30]5[CH2:35][CH2:34][CH2:33][CH2:32][CH2:31]5)=[CH:9][CH:8]=4)[O:14][N:13]=3)=[CH:20][N:19]=2)[CH2:26][CH2:25]1)([CH3:29])[CH3:28]. (8) Given the reactants Cl.[Cl:2][C:3]1[CH:4]=[C:5]([CH2:10][N:11]2[C:15]3[C:16](=[O:20])[CH2:17][CH2:18][CH2:19][C:14]=3[N:13]=[C:12]2[CH:21]([CH3:23])[CH3:22])[CH:6]=[CH:7][C:8]=1[Cl:9].B1(C)OC(C2C=CC=CC=2)(C2C=CC=CC=2)[C@H]2N1CCC2.B.CO, predict the reaction product. The product is: [Cl:2][C:3]1[CH:4]=[C:5]([CH2:10][N:11]2[C:15]3[CH:16]([OH:20])[CH2:17][CH2:18][CH2:19][C:14]=3[N:13]=[C:12]2[CH:21]([CH3:23])[CH3:22])[CH:6]=[CH:7][C:8]=1[Cl:9].